The task is: Predict the reaction yield, written as a fraction of the theoretical maximum amount of product (1.0 means a 100% yield; for example, 0.34 means a 34% yield).. This data is from Reaction yield outcomes from USPTO patents with 853,638 reactions. (1) The reactants are [O:1]=[C:2]1[C:11]2[CH:10]=[CH:9][CH:8]=[C:7]3[NH:12][CH:13]([C:21]4[CH:28]=[CH:27][C:24]([CH:25]=O)=[CH:23][CH:22]=4)[CH:14]([C:15]4[CH:20]=[CH:19][CH:18]=[CH:17][CH:16]=4)[C:5]([C:6]=23)=[N:4][NH:3]1.[BH4-].[Na+].[CH3:31][NH2:32]. No catalyst specified. The product is [CH3:31][NH:32][CH2:25][C:24]1[CH:23]=[CH:22][C:21]([CH:13]2[NH:12][C:7]3[C:6]4[C:5](=[N:4][NH:3][C:2](=[O:1])[C:11]=4[CH:10]=[CH:9][CH:8]=3)[CH:14]2[C:15]2[CH:20]=[CH:19][CH:18]=[CH:17][CH:16]=2)=[CH:28][CH:27]=1. The yield is 0.190. (2) The reactants are [C:1]([C:5]1[C:6]([O:34][CH3:35])=[C:7]([CH:23]=[C:24]([N:26]2[CH:31]=[CH:30][C:29](=[O:32])[NH:28][C:27]2=[O:33])[CH:25]=1)/[CH:8]=[CH:9]/[C:10]1[CH:15]=[CH:14][C:13]([NH:16][S:17]([CH3:20])(=[O:19])=[O:18])=[CH:12][C:11]=1[CH2:21][OH:22])([CH3:4])([CH3:3])[CH3:2].S(Cl)(Cl)=O.[CH3:40][O-].[Na+].CO. The catalyst is C(Cl)Cl. The product is [C:1]([C:5]1[C:6]([O:34][CH3:35])=[C:7]([CH:23]=[C:24]([N:26]2[CH:31]=[CH:30][C:29](=[O:32])[NH:28][C:27]2=[O:33])[CH:25]=1)/[CH:8]=[CH:9]/[C:10]1[CH:15]=[CH:14][C:13]([NH:16][S:17]([CH3:20])(=[O:18])=[O:19])=[CH:12][C:11]=1[CH2:21][O:22][CH3:40])([CH3:4])([CH3:2])[CH3:3]. The yield is 0.460. (3) The reactants are [Cl:1][CH2:2][CH2:3][CH2:4][O:5][C:6]1[CH:11]=[CH:10][C:9]([C:12]2[S:13][C:14]3[CH:19]=[CH:18][N:17]=[CH:16][C:15]=3[N:20]=2)=[CH:8][CH:7]=1.C(Cl)(=O)C.[BH4-].[Na+].C(O)C. The catalyst is O1CCCC1.O. The product is [Cl:1][CH2:2][CH2:3][CH2:4][O:5][C:6]1[CH:11]=[CH:10][C:9]([C:12]2[S:13][C:14]3[CH2:19][CH2:18][NH:17][CH2:16][C:15]=3[N:20]=2)=[CH:8][CH:7]=1. The yield is 0.240. (4) The reactants are C(OC(=O)C)(=O)C.[N+]([O-])(O)=O.C(=O)(O)[O-].[Na+].[CH3:17][O:18][C:19]1[CH:20]=[C:21]2[C:26](=[CH:27][CH:28]=1)[CH:25]=[C:24]([C@H:29]([CH3:40])[C:30]([O:32][CH2:33][CH2:34]S(CCO)=O)=[O:31])[CH:23]=[CH:22]2. The catalyst is C(OCC)(=O)C. The product is [CH3:17][O:18][C:19]1[CH:20]=[C:21]2[C:26](=[CH:27][CH:28]=1)[CH:25]=[C:24]([C@H:29]([CH3:40])[C:30]([O:32][CH2:33][CH3:34])=[O:31])[CH:23]=[CH:22]2. The yield is 0.220. (5) The reactants are [CH3:1][O:2][C:3](=[O:11])[C:4]1[CH:9]=[CH:8][C:7](Br)=[CH:6][CH:5]=1.C1C=CC(P(C2C=CC=CC=2)C2C=CC=CC=2)=CC=1.[C:31]([Si:33]([CH3:36])([CH3:35])[CH3:34])#[CH:32].CCN(CC)CC. The catalyst is C1COCC1.Cl[Pd](Cl)([P](C1C=CC=CC=1)(C1C=CC=CC=1)C1C=CC=CC=1)[P](C1C=CC=CC=1)(C1C=CC=CC=1)C1C=CC=CC=1.[Cu]I.CCOC(C)=O. The product is [CH3:1][O:2][C:3](=[O:11])[C:4]1[CH:9]=[CH:8][C:7]([C:32]#[C:31][Si:33]([CH3:36])([CH3:35])[CH3:34])=[CH:6][CH:5]=1. The yield is 0.540. (6) The reactants are F[C:2]1[CH:3]=[C:4]([O:12][CH3:13])[C:5]([N+:9]([O-:11])=[O:10])=[C:6]([OH:8])[CH:7]=1.[NH:14]1[CH2:19][CH2:18][O:17][CH2:16][CH2:15]1. The catalyst is CS(C)=O.O. The product is [CH3:13][O:12][C:4]1[C:5]([N+:9]([O-:11])=[O:10])=[C:6]([OH:8])[CH:7]=[C:2]([N:14]2[CH2:19][CH2:18][O:17][CH2:16][CH2:15]2)[CH:3]=1. The yield is 0.260. (7) The reactants are [Cl:1][C:2]1[CH:7]=[CH:6][CH:5]=[CH:4][C:3]=1[N:8]1[C:16]2[NH:15][CH2:14][CH2:13][CH2:12][C:11]=2[CH:10]=[C:9]1[C:17]1[CH:22]=[CH:21][C:20]([O:23][CH3:24])=[CH:19][CH:18]=1.[F:25][C:26]1[CH:33]=[CH:32][C:29]([CH:30]=O)=[CH:28][CH:27]=1.C(O)(=O)C.[BH-](OC(C)=O)(OC(C)=O)OC(C)=O.[Na+].[OH-].[Na+]. The catalyst is C(Cl)Cl. The product is [Cl:1][C:2]1[CH:7]=[CH:6][CH:5]=[CH:4][C:3]=1[N:8]1[C:12]2[CH2:13][CH2:14][N:15]([CH2:30][C:29]3[CH:32]=[CH:33][C:26]([F:25])=[CH:27][CH:28]=3)[CH2:16][C:11]=2[CH:10]=[C:9]1[C:17]1[CH:18]=[CH:19][C:20]([O:23][CH3:24])=[CH:21][CH:22]=1. The yield is 0.970.